This data is from Full USPTO retrosynthesis dataset with 1.9M reactions from patents (1976-2016). The task is: Predict the reactants needed to synthesize the given product. Given the product [CH3:3][O:4][C:5](=[O:14])[CH2:6][C@H:7]1[CH2:12][CH2:11][C@H:10]([OH:13])[CH2:9][CH2:8]1, predict the reactants needed to synthesize it. The reactants are: CO.[CH3:3][O:4][C:5](=[O:14])[CH2:6][CH:7]1[CH2:12][CH2:11][C:10](=[O:13])[CH2:9][CH2:8]1.[BH4-].[Na+].